Dataset: Catalyst prediction with 721,799 reactions and 888 catalyst types from USPTO. Task: Predict which catalyst facilitates the given reaction. Product: [CH3:1][C:2]1[N:3]([C:7]2[CH:8]=[CH:9][C:10]([NH:13][C:14]3[N:15]=[C:16]([CH:31]([C:33]4[CH:38]=[CH:37][CH:36]=[CH:35][CH:34]=4)[CH3:32])[C:17]4[CH2:23][NH:22][CH2:21][CH2:20][C:18]=4[N:19]=3)=[CH:11][CH:12]=2)[CH:4]=[CH:5][N:6]=1. The catalyst class is: 5. Reactant: [CH3:1][C:2]1[N:3]([C:7]2[CH:12]=[CH:11][C:10]([NH:13][C:14]3[N:15]=[C:16]([CH:31]([C:33]4[CH:38]=[CH:37][CH:36]=[CH:35][CH:34]=4)[CH3:32])[C:17]4[CH2:23][N:22](C(OC(C)(C)C)=O)[CH2:21][CH2:20][C:18]=4[N:19]=3)=[CH:9][CH:8]=2)[CH:4]=[CH:5][N:6]=1.Cl.